The task is: Regression. Given two drug SMILES strings and cell line genomic features, predict the synergy score measuring deviation from expected non-interaction effect.. This data is from NCI-60 drug combinations with 297,098 pairs across 59 cell lines. (1) Drug 1: C1CCC(CC1)NC(=O)N(CCCl)N=O. Drug 2: C1CNP(=O)(OC1)N(CCCl)CCCl. Cell line: SF-539. Synergy scores: CSS=1.74, Synergy_ZIP=-0.339, Synergy_Bliss=0.209, Synergy_Loewe=-26.8, Synergy_HSA=-5.57. (2) Cell line: SK-MEL-5. Drug 2: B(C(CC(C)C)NC(=O)C(CC1=CC=CC=C1)NC(=O)C2=NC=CN=C2)(O)O. Drug 1: CN(CCCl)CCCl.Cl. Synergy scores: CSS=57.8, Synergy_ZIP=-3.05, Synergy_Bliss=-1.54, Synergy_Loewe=-1.28, Synergy_HSA=1.28.